From a dataset of Peptide-MHC class II binding affinity with 134,281 pairs from IEDB. Regression. Given a peptide amino acid sequence and an MHC pseudo amino acid sequence, predict their binding affinity value. This is MHC class II binding data. (1) The peptide sequence is ASRENSGGGVEGIGL. The MHC is DRB1_0801 with pseudo-sequence DRB1_0801. The binding affinity (normalized) is 0. (2) The peptide sequence is LKNCVDAKMTEEDKE. The MHC is DRB1_1501 with pseudo-sequence DRB1_1501. The binding affinity (normalized) is 0.193. (3) The peptide sequence is KLCPNNLCCSQWGWC. The MHC is DRB1_0301 with pseudo-sequence DRB1_0301. The binding affinity (normalized) is 0.0577. (4) The peptide sequence is VELAHRYSLSEPLQKL. The MHC is H-2-IAb with pseudo-sequence H-2-IAb. The binding affinity (normalized) is 0.510. (5) The peptide sequence is HVVIEAYTAAVELMP. The MHC is HLA-DQA10301-DQB10302 with pseudo-sequence HLA-DQA10301-DQB10302. The binding affinity (normalized) is 0.272. (6) The peptide sequence is ENGEWAIDFCPGVIRRHHG. The MHC is DRB3_0101 with pseudo-sequence DRB3_0101. The binding affinity (normalized) is 0.733. (7) The peptide sequence is DIDLGRNEVVNDVST. The MHC is DRB3_0202 with pseudo-sequence DRB3_0202. The binding affinity (normalized) is 0.170. (8) The peptide sequence is LMSTRRVLEREQIPT. The MHC is DRB3_0101 with pseudo-sequence DRB3_0101. The binding affinity (normalized) is 0. (9) The peptide sequence is AFKVAATAANFAPAN. The MHC is DRB1_1001 with pseudo-sequence DRB1_1001. The binding affinity (normalized) is 0.875. (10) The peptide sequence is AAAAGWQTLSAALDA. The MHC is HLA-DPA10201-DPB10101 with pseudo-sequence HLA-DPA10201-DPB10101. The binding affinity (normalized) is 0.230.